The task is: Predict the product of the given reaction.. This data is from Forward reaction prediction with 1.9M reactions from USPTO patents (1976-2016). (1) Given the reactants [Cl:1][C:2]1[CH:7]=[C:6]([Cl:8])[CH:5]=[CH:4][C:3]=1[C:9]1[CH:14]=[CH:13][N:12]=[C:11](OS(C(F)(F)F)(=O)=O)[C:10]=1[N+:23]([O-:25])=[O:24].Cl.[CH:27]1([CH:30]([NH2:34])[CH2:31][CH2:32][CH3:33])[CH2:29][CH2:28]1, predict the reaction product. The product is: [CH:27]1([CH:30]([NH:34][C:11]2[C:10]([N+:23]([O-:25])=[O:24])=[C:9]([C:3]3[CH:4]=[CH:5][C:6]([Cl:8])=[CH:7][C:2]=3[Cl:1])[CH:14]=[CH:13][N:12]=2)[CH2:31][CH2:32][CH3:33])[CH2:29][CH2:28]1. (2) Given the reactants [CH2:1]([O:3][C:4]1[CH:9]=[CH:8][CH:7]=[C:6]([F:10])[C:5]=1[O:11][CH2:12][CH3:13])[CH3:2].O[CH2:15][N:16]1[C:20](=[O:21])[C:19]2=[CH:22][CH:23]=[CH:24][CH:25]=[C:18]2[C:17]1=[O:26].S(=O)(=O)(O)O.O, predict the reaction product. The product is: [CH2:12]([O:11][C:5]1[C:6]([F:10])=[C:7]([CH:8]=[CH:9][C:4]=1[O:3][CH2:1][CH3:2])[CH2:15][N:16]1[C:20](=[O:21])[C:19]2[C:18](=[CH:25][CH:24]=[CH:23][CH:22]=2)[C:17]1=[O:26])[CH3:13]. (3) Given the reactants C(C1C=C([NH:10][C:11]([NH:13][C:14]2[CH:19]=[CH:18][CH:17]=[C:16]([Cl:20])[C:15]=2[Cl:21])=[O:12])N(C2C=C(CC(OCC)=O)C=CC=2)N=1)(C)(C)C.CN, predict the reaction product. The product is: [Cl:21][C:15]1[C:16]([Cl:20])=[CH:17][CH:18]=[CH:19][C:14]=1[NH:13][C:11](=[O:12])[NH2:10]. (4) Given the reactants [CH3:1][N:2]1[C@H:11]2[CH2:12][C:13]3[CH:18]=[CH:17][C:16]([O:19][CH3:20])=[CH:15][C:14]=3[C@:5]3([C@@H:10]2[CH2:9][CH2:8][CH2:7][CH2:6]3)[CH2:4][CH2:3]1.O.Br, predict the reaction product. The product is: [CH3:1][N:2]1[C@H:11]2[CH2:12][C:13]3[CH:18]=[CH:17][C:16]([O:19][CH3:20])=[CH:15][C:14]=3[C@:5]3([C@@H:10]2[CH2:9][CH2:8][CH2:7][CH2:6]3)[CH2:4][CH2:3]1. (5) The product is: [OH:1][CH:2]1[CH2:3][CH2:4][CH:5]([C:8]([NH:14][CH:12]([CH3:13])[CH3:11])=[O:10])[CH2:6][CH2:7]1. Given the reactants [OH:1][CH:2]1[CH2:7][CH2:6][CH:5]([C:8]([OH:10])=O)[CH2:4][CH2:3]1.[CH3:11][CH:12]([NH2:14])[CH3:13], predict the reaction product. (6) The product is: [Cl:26][C:14]1[C:9]([C:7]#[N:8])=[CH:10][C:1]([C:2]([Cl:4])=[O:3])=[C:12]([CH3:16])[N:13]=1. Given the reactants [C:1](Cl)(=O)[C:2]([Cl:4])=[O:3].[C:7]([C:9]1[C:14](=O)[NH:13][C:12]([CH3:16])=C(C(O)=O)[CH:10]=1)#[N:8].CN(C=O)C.C(Cl)[Cl:26], predict the reaction product. (7) Given the reactants [Cl:1][C:2]1[CH:7]=[CH:6][CH:5]=[C:4]([O:8][CH2:9][O:10][CH3:11])[CH:3]=1.[Li]CCCC.[CH3:17][C:18](OC(C)=O)=[O:19], predict the reaction product. The product is: [Cl:1][C:2]1[CH:7]=[CH:6][CH:5]=[C:4]([O:8][CH2:9][O:10][CH3:11])[C:3]=1[C:18](=[O:19])[CH3:17]. (8) Given the reactants [C:1]1([S:7]([C:10]2[CH:11]=[CH:12][C:13]([C:26]([F:29])([F:28])[F:27])=[C:14]([S:16]([NH:19][CH:20]3[CH2:25][CH2:24][NH:23][CH2:22][CH2:21]3)(=[O:18])=[O:17])[CH:15]=2)(=[O:9])=[O:8])[CH:6]=[CH:5][CH:4]=[CH:3][CH:2]=1.Br[CH2:31][C:32]#[N:33].C(N(CC)CC)C, predict the reaction product. The product is: [C:1]1([S:7]([C:10]2[CH:11]=[CH:12][C:13]([C:26]([F:28])([F:29])[F:27])=[C:14]([S:16]([NH:19][CH:20]3[CH2:25][CH2:24][N:23]([CH2:31][C:32]#[N:33])[CH2:22][CH2:21]3)(=[O:18])=[O:17])[CH:15]=2)(=[O:9])=[O:8])[CH:2]=[CH:3][CH:4]=[CH:5][CH:6]=1. (9) Given the reactants N([O-])=O.[Na+].N[C:6]1[C:11]([C:12]#[N:13])=[CH:10][N:9]=[C:8]([NH:14][C:15]2[CH:20]=[CH:19][CH:18]=[CH:17][CH:16]=2)[N:7]=1.OC1C(C#N)=CN=C(NC2C=CC=CC=2)N=1.P(Cl)(Cl)([Cl:39])=O, predict the reaction product. The product is: [Cl:39][C:6]1[C:11]([C:12]#[N:13])=[CH:10][N:9]=[C:8]([NH:14][C:15]2[CH:20]=[CH:19][CH:18]=[CH:17][CH:16]=2)[N:7]=1.